Dataset: NCI-60 drug combinations with 297,098 pairs across 59 cell lines. Task: Regression. Given two drug SMILES strings and cell line genomic features, predict the synergy score measuring deviation from expected non-interaction effect. (1) Drug 1: CC12CCC3C(C1CCC2O)C(CC4=C3C=CC(=C4)O)CCCCCCCCCS(=O)CCCC(C(F)(F)F)(F)F. Drug 2: C1=NC2=C(N1)C(=S)N=CN2. Cell line: KM12. Synergy scores: CSS=19.6, Synergy_ZIP=-7.76, Synergy_Bliss=2.70, Synergy_Loewe=-20.8, Synergy_HSA=0.296. (2) Drug 1: CC(C1=C(C=CC(=C1Cl)F)Cl)OC2=C(N=CC(=C2)C3=CN(N=C3)C4CCNCC4)N. Drug 2: CC1=C(C(CCC1)(C)C)C=CC(=CC=CC(=CC(=O)O)C)C. Cell line: MCF7. Synergy scores: CSS=25.4, Synergy_ZIP=-0.217, Synergy_Bliss=5.24, Synergy_Loewe=4.74, Synergy_HSA=6.87.